From a dataset of Retrosynthesis with 50K atom-mapped reactions and 10 reaction types from USPTO. Predict the reactants needed to synthesize the given product. (1) Given the product CC(NC1CCCc2c(O)cccc21)c1nc(-c2ccccc2)c(-c2ccccc2)o1, predict the reactants needed to synthesize it. The reactants are: COc1cccc2c1CCCC2NC(C)c1nc(-c2ccccc2)c(-c2ccccc2)o1. (2) Given the product CC(C)Oc1ccc(-n2c(C(=O)O)cc3c(-c4ccc(C(F)(F)F)cc4)nc(-c4ccc(C(F)(F)F)cc4)cc32)cc1, predict the reactants needed to synthesize it. The reactants are: CCOC(=O)c1cc2c(-c3ccc(C(F)(F)F)cc3)nc(-c3ccc(C(F)(F)F)cc3)cc2n1-c1ccc(OC(C)C)cc1. (3) The reactants are: CC(C)(C)OC(=O)OC(=O)OC(C)(C)C.OCC1CCNCC1. Given the product CC(C)(C)OC(=O)N1CCC(CO)CC1, predict the reactants needed to synthesize it. (4) The reactants are: CC(C)(O)c1cccc(-c2cc3nc(Cl)nc(N4CCOCC4)c3s2)c1.CC1(C)OB(c2ccc(N)nc2)OC1(C)C. Given the product CC(C)(O)c1cccc(-c2cc3nc(-c4ccc(N)nc4)nc(N4CCOCC4)c3s2)c1, predict the reactants needed to synthesize it. (5) Given the product COc1ccccc1COCCCOc1ccc(N2CCNC[C@@H]2COc2ccc3ccccc3c2)cc1, predict the reactants needed to synthesize it. The reactants are: COc1ccccc1COCCCOc1ccc(N2CCN(C(=O)OC(C)(C)C)C[C@@H]2COc2ccc3ccccc3c2)cc1. (6) Given the product CC(=O)c1ccc2c(c1)C(=C(O)c1ccc(Cl)c(Cl)c1)C(=O)N2C(C)=O, predict the reactants needed to synthesize it. The reactants are: CC(=O)c1ccc2c(c1)CC(=O)N2C(C)=O.O=C(O)c1ccc(Cl)c(Cl)c1.